From a dataset of Forward reaction prediction with 1.9M reactions from USPTO patents (1976-2016). Predict the product of the given reaction. Given the reactants C[SiH](C)C.[C:5]1([N:11]=[N+:12]=[N-:13])[CH:10]=[CH:9][CH:8]=[CH:7][CH:6]=1.CN(C)CCN(C)[CH2:19][CH2:20]N(C)C.CCCC[N+](CCCC)(CCCC)CCCC.[F-].[CH2:44]1[CH2:48][O:47][CH2:46][CH2:45]1, predict the reaction product. The product is: [O:47]1[CH:48]=[CH:44][CH:45]=[C:46]1[C:19]1[N:13]=[N:12][N:11]([C:5]2[CH:10]=[CH:9][CH:8]=[CH:7][CH:6]=2)[CH:20]=1.